Task: Predict the reactants needed to synthesize the given product.. Dataset: Retrosynthesis with 50K atom-mapped reactions and 10 reaction types from USPTO (1) Given the product Cn1c(=O)[nH]c2c(Cl)ccc(C(N)=O)c21, predict the reactants needed to synthesize it. The reactants are: COC(=O)c1ccc(Cl)c2[nH]c(=O)n(C)c12.NC=O. (2) Given the product CC(Nc1ccc(-c2c(N)nc(N)nc2COCc2ccccc2)cc1)c1ccncc1, predict the reactants needed to synthesize it. The reactants are: CC(=O)c1ccncc1.Nc1ccc(-c2c(N)nc(N)nc2COCc2ccccc2)cc1. (3) Given the product Cc1ccc(-c2nc(N3CCCCC3)nc(C)c2C(Cc2ccccc2)C(=O)O)cc1, predict the reactants needed to synthesize it. The reactants are: COC(=O)C(Cc1ccccc1)c1c(C)nc(N2CCCCC2)nc1-c1ccc(C)cc1. (4) Given the product Cc1nn(C)cc1S(=O)(=O)N(C)CCN1CCN(c2nccnc2Cl)CC1, predict the reactants needed to synthesize it. The reactants are: CNCCN1CCN(c2nccnc2Cl)CC1.Cc1nn(C)cc1S(=O)(=O)Cl. (5) The reactants are: CCOC(=O)c1cc2nc(C)c([C@H](OC(C)(C)C)C(=O)OCC)c(Cl)n2n1.C[C@H](CCCCOC1(C)CCNCC1)OCc1ccccc1. Given the product CCOC(=O)c1cc2nc(C)c([C@H](OC(C)(C)C)C(=O)OCC)c(N3CCC(C)(OCCCC[C@@H](C)OCc4ccccc4)CC3)n2n1, predict the reactants needed to synthesize it.